From a dataset of Full USPTO retrosynthesis dataset with 1.9M reactions from patents (1976-2016). Predict the reactants needed to synthesize the given product. (1) The reactants are: C(N(CC)CC)C.[F:8][C:9]1[CH:17]=[CH:16][C:12]([C:13](Cl)=[O:14])=[CH:11][CH:10]=1.[NH2:18][C:19]1[CH:31]=[C:30]([C:32]2[CH:40]=[CH:39][C:35]3[O:36][CH2:37][O:38][C:34]=3[CH:33]=2)[CH:29]=[CH:28][C:20]=1[C:21]([O:23][C:24]([CH3:27])([CH3:26])[CH3:25])=[O:22].C(=O)([O-])O.[Na+]. Given the product [O:36]1[C:35]2[CH:39]=[CH:40][C:32]([C:30]3[CH:29]=[CH:28][C:20]([C:21]([O:23][C:24]([CH3:26])([CH3:27])[CH3:25])=[O:22])=[C:19]([NH:18][C:13](=[O:14])[C:12]4[CH:16]=[CH:17][C:9]([F:8])=[CH:10][CH:11]=4)[CH:31]=3)=[CH:33][C:34]=2[O:38][CH2:37]1, predict the reactants needed to synthesize it. (2) The reactants are: [F:1][C:2]1[CH:14]=CC=C2[C:3]=1[CH:4]1[CH:9](N2)[CH2:8][C:7](C)(C)[CH2:6][C:5]1=O.[C:18](=[O:21])([O-])[O-].[Cs+].[Cs+].[CH2:24]([O:26][C:27](=[O:35])[CH2:28][CH2:29][CH2:30][CH2:31][CH2:32][CH2:33]Br)[CH3:25].[C:36](#[N:38])[CH3:37]. Given the product [F:1][C:2]1[CH:14]=[CH:37][C:36]2[N:38]([CH2:33][CH2:32][CH2:31][CH2:30][CH2:29][CH2:28][C:27]([O:26][CH2:24][CH3:25])=[O:35])[C:6]3[CH2:7][CH2:8][CH2:9][C:18](=[O:21])[C:5]=3[C:4]=2[CH:3]=1, predict the reactants needed to synthesize it. (3) Given the product [Br:11][C:8]1[CH:9]=[CH:10][C:5]([C:3](=[O:4])[CH2:2][O:33][C:31]([C@@H:29]2[CH2:30][N:24]3[C:25]4[CH:26]([C@@H:18]([NH:17][C:15]([O:14][CH3:13])=[O:16])[CH2:19][CH2:20][C:21]=4[CH:22]=[CH:23]3)[C:27](=[O:34])[CH2:28]2)=[O:32])=[CH:6][CH:7]=1, predict the reactants needed to synthesize it. The reactants are: Br[CH2:2][C:3]([C:5]1[CH:10]=[CH:9][C:8]([Br:11])=[CH:7][C:6]=1F)=[O:4].[CH3:13][O:14][C:15]([NH:17][C@@H:18]1[CH:26]2[C:27](=[O:34])[CH2:28][C@H:29]([C:31]([OH:33])=[O:32])[CH2:30][N:24]3[C:25]2=[C:21]([CH:22]=[CH:23]3)[CH2:20][CH2:19]1)=[O:16].C(N(C(C)C)CC)(C)C. (4) Given the product [Br:1][C:2]1[CH:8]=[CH:7][C:5]2[C:4]([C:3]=1[F:12])=[N+:9]([O-:11])[O:10][N:6]=2, predict the reactants needed to synthesize it. The reactants are: [Br:1][C:2]1[CH:8]=[CH:7][C:5]([NH2:6])=[C:4]([N+:9]([O-:11])=[O:10])[C:3]=1[F:12].[OH-].[Na+].Cl[O-].[Na+]. (5) The reactants are: [F:1][C:2]1[C:7]([C:8]2[CH:9]=[C:10]([CH:20]=O)[S:11][C:12]=2[S:13][C:14]2[CH:19]=[CH:18][CH:17]=[CH:16][N:15]=2)=[CH:6][CH:5]=[CH:4][N:3]=1.[CH3:22][NH2:23].CO.CO. Given the product [F:1][C:2]1[C:7]([C:8]2[CH:9]=[C:10]([CH2:20][NH:23][CH3:22])[S:11][C:12]=2[S:13][C:14]2[CH:19]=[CH:18][CH:17]=[CH:16][N:15]=2)=[CH:6][CH:5]=[CH:4][N:3]=1, predict the reactants needed to synthesize it.